This data is from Full USPTO retrosynthesis dataset with 1.9M reactions from patents (1976-2016). The task is: Predict the reactants needed to synthesize the given product. (1) Given the product [CH2:17]([O:19][C:20]([C:22]1[CH:23]=[N:24][N:25]([C:27]2[N:36]([CH2:37][O:38][CH2:39][CH2:40][Si:41]([CH3:44])([CH3:43])[CH3:42])[C:35](=[O:45])[C:34]3[C:29](=[CH:30][CH:31]=[C:32]([C:9]4[CH:10]=[CH:11][CH:12]=[CH:13][C:8]=4[CH3:7])[CH:33]=3)[N:28]=2)[CH:26]=1)=[O:21])[CH3:18], predict the reactants needed to synthesize it. The reactants are: C(=O)([O-])[O-].[K+].[K+].[CH3:7][C:8]1[CH:13]=[CH:12][CH:11]=[CH:10][C:9]=1B(O)O.[CH2:17]([O:19][C:20]([C:22]1[CH:23]=[N:24][N:25]([C:27]2[N:36]([CH2:37][O:38][CH2:39][CH2:40][Si:41]([CH3:44])([CH3:43])[CH3:42])[C:35](=[O:45])[C:34]3[C:29](=[CH:30][CH:31]=[C:32](I)[CH:33]=3)[N:28]=2)[CH:26]=1)=[O:21])[CH3:18].C1COCC1. (2) Given the product [O:1]([C:8]1[CH:9]=[C:10]([NH:11][CH2:24][C@H:23]2[CH2:26][CH2:27][CH2:28][NH:22]2)[CH:12]=[CH:13][CH:14]=1)[C:2]1[CH:3]=[CH:4][CH:5]=[CH:6][CH:7]=1, predict the reactants needed to synthesize it. The reactants are: [O:1]([C:8]1[CH:9]=[C:10]([CH:12]=[CH:13][CH:14]=1)[NH2:11])[C:2]1[CH:7]=[CH:6][CH:5]=[CH:4][CH:3]=1.C(OC([N:22]1[CH2:28][CH2:27][CH2:26][C@@H:23]1[CH:24]=O)=O)(C)(C)C.C(O[BH-](OC(=O)C)OC(=O)C)(=O)C.[Na+].FC(F)(F)C(O)=O.[OH-].[Na+].